Predict the reactants needed to synthesize the given product. From a dataset of Full USPTO retrosynthesis dataset with 1.9M reactions from patents (1976-2016). (1) Given the product [C:1]([C:5]1[CH:10]=[C:9]([S:11]([CH2:18][C:19]2[CH:24]=[CH:23][C:22]([C:25]3[C:26]([C:31]#[N:32])=[CH:27][CH:28]=[CH:29][CH:30]=3)=[CH:21][CH:20]=2)=[O:38])[CH:8]=[C:7]([C:12]([CH3:15])([CH3:14])[CH3:13])[C:6]=1[OH:16])([CH3:4])([CH3:3])[CH3:2], predict the reactants needed to synthesize it. The reactants are: [C:1]([C:5]1[CH:10]=[C:9]([SH:11])[CH:8]=[C:7]([C:12]([CH3:15])([CH3:14])[CH3:13])[C:6]=1[OH:16])([CH3:4])([CH3:3])[CH3:2].Br[CH2:18][C:19]1[CH:24]=[CH:23][C:22]([C:25]2[CH:30]=[CH:29][CH:28]=[CH:27][C:26]=2[C:31]#[N:32])=[CH:21][CH:20]=1.ClC1C=C(C=CC=1)C(OO)=[O:38]. (2) Given the product [CH:1]1[C:10]2[C:5](=[CH:6][CH:7]=[CH:8][CH:9]=2)[CH:4]=[CH:3][C:2]=1[CH2:11][CH2:12][C:13]([NH:19][C:18]1[CH:20]=[CH:21][CH:22]=[CH:23][C:17]=1[C:16]([OH:25])=[O:24])=[O:15], predict the reactants needed to synthesize it. The reactants are: [CH:1]1[C:10]2[C:5](=[CH:6][CH:7]=[CH:8][CH:9]=2)[CH:4]=[CH:3][C:2]=1[CH2:11][CH2:12][C:13]([OH:15])=O.[C:16]([OH:25])(=[O:24])[C:17]1[C:18](=[CH:20][CH:21]=[CH:22][CH:23]=1)[NH2:19].C1(C)C=CC(S([O-])(=O)=O)=CC=1.[NH+]1C=CC=CC=1. (3) Given the product [NH2:1][C:2]1[C:11]2[N:12]=[C:13]([CH2:20][O:21][CH3:22])[N:14]([CH2:15][C:16]([CH3:17])([OH:19])[CH3:18])[C:10]=2[C:9]2[CH:8]=[CH:7][C:6]([CH2:23][CH2:24][C:25]([N:49]3[CH2:54][CH2:53][S:52](=[O:56])(=[O:55])[CH2:51][CH2:50]3)=[O:26])=[CH:5][C:4]=2[N:3]=1, predict the reactants needed to synthesize it. The reactants are: [NH2:1][C:2]1[C:11]2[N:12]=[C:13]([CH2:20][O:21][CH3:22])[N:14]([CH2:15][C:16]([OH:19])([CH3:18])[CH3:17])[C:10]=2[C:9]2[CH:8]=[CH:7][C:6]([CH2:23][CH2:24][C:25](O)=[O:26])=[CH:5][C:4]=2[N:3]=1.ON1C2C=CC=CC=2N=N1.CN(C)CCCN=C=NCC.[NH:49]1[CH2:54][CH2:53][S:52](=[O:56])(=[O:55])[CH2:51][CH2:50]1. (4) Given the product [CH2:1]([O:3][C:4]1[CH:10]=[CH:9][C:7]([NH:8][C:23]([NH:22][C:19]2[CH:18]=[C:17]([CH3:16])[O:21][N:20]=2)=[O:24])=[C:6]([C:11]2[O:12][CH:13]=[CH:14][CH:15]=2)[CH:5]=1)[CH3:2], predict the reactants needed to synthesize it. The reactants are: [CH2:1]([O:3][C:4]1[CH:10]=[CH:9][C:7]([NH2:8])=[C:6]([C:11]2[O:12][CH:13]=[CH:14][CH:15]=2)[CH:5]=1)[CH3:2].[CH3:16][C:17]1[O:21][N:20]=[C:19]([NH:22][C:23](=O)[O:24]C2C=CC=CC=2)[CH:18]=1. (5) Given the product [NH2:1][C:2]1[C:3]([C:37]#[N:38])=[C:4]([N:8]2[CH2:13][CH2:12][CH:11]([C:14]3[N:15]([CH2:30][CH2:31][NH:43][CH2:42][CH:39]4[CH2:41][CH2:40]4)[CH:16]=[C:17]([C:19]4[CH:24]=[CH:23][C:22]([F:25])=[C:21]([C:26]([F:29])([F:28])[F:27])[CH:20]=4)[N:18]=3)[CH2:10][CH2:9]2)[N:5]=[CH:6][N:7]=1, predict the reactants needed to synthesize it. The reactants are: [NH2:1][C:2]1[N:7]=[CH:6][N:5]=[C:4]([N:8]2[CH2:13][CH2:12][CH:11]([C:14]3[N:15]([CH2:30][CH2:31]OS(C)(=O)=O)[CH:16]=[C:17]([C:19]4[CH:24]=[CH:23][C:22]([F:25])=[C:21]([C:26]([F:29])([F:28])[F:27])[CH:20]=4)[N:18]=3)[CH2:10][CH2:9]2)[C:3]=1[C:37]#[N:38].[CH:39]1([CH2:42][NH2:43])[CH2:41][CH2:40]1.